Dataset: Forward reaction prediction with 1.9M reactions from USPTO patents (1976-2016). Task: Predict the product of the given reaction. Given the reactants FC1C=CC=CC=1C(Cl)=O.[F:11][C:12]1[CH:13]=[C:14]([CH:18]=[CH:19][CH:20]=1)[C:15](Cl)=[O:16].[NH2:21][C:22]1[CH:23]=[C:24]([CH:35]=[CH:36][N:37]=1)[C:25]([NH:27][CH2:28][C:29]1[CH:34]=[CH:33][CH:32]=[CH:31][CH:30]=1)=[O:26], predict the reaction product. The product is: [CH2:28]([NH:27][C:25](=[O:26])[C:24]1[CH:35]=[CH:36][N:37]=[C:22]([NH:21][C:15](=[O:16])[C:14]2[CH:18]=[CH:19][CH:20]=[C:12]([F:11])[CH:13]=2)[CH:23]=1)[C:29]1[CH:34]=[CH:33][CH:32]=[CH:31][CH:30]=1.